From a dataset of Peptide-MHC class II binding affinity with 134,281 pairs from IEDB. Regression. Given a peptide amino acid sequence and an MHC pseudo amino acid sequence, predict their binding affinity value. This is MHC class II binding data. (1) The peptide sequence is GELQIVDKIDTAFKI. The MHC is DRB1_1501 with pseudo-sequence DRB1_1501. The binding affinity (normalized) is 0.233. (2) The peptide sequence is CSAVPVHWVPTSRTTW. The MHC is DRB1_0404 with pseudo-sequence DRB1_0404. The binding affinity (normalized) is 0.486. (3) The peptide sequence is MELQIVDKIDAAFKI. The MHC is DRB3_0101 with pseudo-sequence DRB3_0101. The binding affinity (normalized) is 0.572. (4) The peptide sequence is INEPTAAAWAYGLDR. The MHC is HLA-DQA10102-DQB10602 with pseudo-sequence HLA-DQA10102-DQB10602. The binding affinity (normalized) is 0.752. (5) The peptide sequence is TEAFSTAWQAACKKP. The MHC is HLA-DPA10201-DPB10501 with pseudo-sequence HLA-DPA10201-DPB10501. The binding affinity (normalized) is 0.310. (6) The peptide sequence is PGVDYTITVYAVTYY. The MHC is HLA-DPA10301-DPB10402 with pseudo-sequence HLA-DPA10301-DPB10402. The binding affinity (normalized) is 0.514. (7) The peptide sequence is YRIAARPGAVTRRAA. The MHC is DRB1_1501 with pseudo-sequence DRB1_1501. The binding affinity (normalized) is 0.482.